Task: Predict which catalyst facilitates the given reaction.. Dataset: Catalyst prediction with 721,799 reactions and 888 catalyst types from USPTO (1) Reactant: [OH:1][CH:2]1[CH2:6][CH2:5][N:4]([S:7]([NH:10]C(=O)OCC2C=CC=CC=2)(=[O:9])=[O:8])[CH2:3]1. Product: [OH:1][CH:2]1[CH2:6][CH2:5][N:4]([S:7]([NH2:10])(=[O:9])=[O:8])[CH2:3]1. The catalyst class is: 352. (2) Reactant: Br[C:2]1[C:3]([NH2:8])=[N:4][CH:5]=[CH:6][CH:7]=1.CC1(C)C(C)(C)OB([C:17]2[CH:22]=[CH:21][C:20]([B:23]3[NH:28][C:27]4[CH:29]=[CH:30][CH:31]=[C:32]5[CH:33]=[CH:34][CH:35]=[C:25]([C:26]=45)[NH:24]3)=[CH:19][CH:18]=2)O1.O.O.O.O.O.O.O.O.O.O.C(=O)([O-])[O-].[Na+].[Na+]. Product: [NH:24]1[C:25]2=[CH:35][CH:34]=[CH:33][C:32]3=[CH:31][CH:30]=[CH:29][C:27](=[C:26]23)[NH:28][B:23]1[C:20]1[CH:19]=[CH:18][C:17]([C:2]2[C:3]([NH2:8])=[N:4][CH:5]=[CH:6][CH:7]=2)=[CH:22][CH:21]=1. The catalyst class is: 108. (3) Reactant: [C:1]([O:5][C:6](=[O:21])[NH:7][CH:8]([CH3:20])[C:9]([NH:11]/[C:12](/[C:16](/[NH2:19])=[CH:17]\[CH3:18])=[CH:13]/[CH:14]=C)=[O:10])([CH3:4])([CH3:3])[CH3:2].CC(O)=O.[CH2:26]([O:28][C:29]1(O[Si](C)(C)C)[CH2:31][CH2:30]1)[CH3:27]. Product: [CH2:26]([O:28][C:29]1([NH:19][C:16]2[CH:17]=[CH:18][CH:14]=[CH:13][C:12]=2[NH:11][C:9](=[O:10])[CH:8]([NH:7][C:6](=[O:21])[O:5][C:1]([CH3:2])([CH3:3])[CH3:4])[CH3:20])[CH2:31][CH2:30]1)[CH3:27]. The catalyst class is: 5. (4) Reactant: C(N(CC)CC)C.[Cl:8][C:9]1[CH:10]=[C:11]([CH2:15][O:16][C:17]2[CH:18]=[CH:19][C:20]([CH3:26])=[C:21]([CH:25]=2)[C:22](Cl)=[O:23])[CH:12]=[CH:13][CH:14]=1.[CH2:27]([O:29][C:30](=[O:40])[CH2:31][C:32]1[CH:37]=[CH:36][C:35]([NH2:38])=[C:34]([CH3:39])[CH:33]=1)[CH3:28]. Product: [CH2:27]([O:29][C:30](=[O:40])[CH2:31][C:32]1[CH:37]=[CH:36][C:35]([NH:38][C:22]([C:21]2[CH:25]=[C:17]([O:16][CH2:15][C:11]3[CH:12]=[CH:13][CH:14]=[C:9]([Cl:8])[CH:10]=3)[CH:18]=[CH:19][C:20]=2[CH3:26])=[O:23])=[C:34]([CH3:39])[CH:33]=1)[CH3:28]. The catalyst class is: 545. (5) Reactant: [OH:1][C:2]1[CH:3]=[CH:4][C:5]2[N:6]([N:8]=[CH:9][C:10]=2[C:11]([O:13][CH3:14])=[O:12])[CH:7]=1.Cl[CH2:16][C:17]1[S:18][C:19]([CH:22]2[CH2:24][CH2:23]2)=[N:20][N:21]=1.C([O-])([O-])=O.[K+].[K+].CC#N. Product: [CH:22]1([C:19]2[S:18][C:17]([CH2:16][O:1][C:2]3[CH:3]=[CH:4][C:5]4[N:6]([N:8]=[CH:9][C:10]=4[C:11]([O:13][CH3:14])=[O:12])[CH:7]=3)=[N:21][N:20]=2)[CH2:24][CH2:23]1. The catalyst class is: 25. (6) Reactant: Cl[C:2](Cl)(Cl)[CH:3]([OH:5])O.S([O-])([O-])(=O)=O.[Na+].[Na+].S(O)(O)(=O)=O.[NH2:20][OH:21].[NH2:22][C:23]1[CH:31]=[CH:30][CH:29]=[C:28]2[C:24]=1[CH2:25][CH2:26][CH2:27]2.Cl. Product: [OH:21][N:20]=[CH:2][C:3]([NH:22][C:23]1[CH:31]=[CH:30][CH:29]=[C:28]2[C:24]=1[CH2:25][CH2:26][CH2:27]2)=[O:5]. The catalyst class is: 6.